From a dataset of Forward reaction prediction with 1.9M reactions from USPTO patents (1976-2016). Predict the product of the given reaction. Given the reactants [Cl:1][C:2]1[CH:7]=[CH:6][C:5]([C:8]2[C:9]([O:17][CH2:18][C:19]([F:22])([F:21])[F:20])=[N:10][CH:11]=[C:12]([CH:16]=2)[C:13]([OH:15])=O)=[CH:4][C:3]=1[F:23].[CH3:24][O:25][C:26]1[CH:30]=[C:29]([CH2:31][NH2:32])[O:28][N:27]=1, predict the reaction product. The product is: [Cl:1][C:2]1[CH:7]=[CH:6][C:5]([C:8]2[C:9]([O:17][CH2:18][C:19]([F:21])([F:20])[F:22])=[N:10][CH:11]=[C:12]([CH:16]=2)[C:13]([NH:32][CH2:31][C:29]2[O:28][N:27]=[C:26]([O:25][CH3:24])[CH:30]=2)=[O:15])=[CH:4][C:3]=1[F:23].